This data is from Catalyst prediction with 721,799 reactions and 888 catalyst types from USPTO. The task is: Predict which catalyst facilitates the given reaction. Reactant: [CH3:1][C:2]1[CH:3]=[CH:4][C:5]([C:11]2[CH:16]=[CH:15][CH:14]=[C:13]([CH3:17])[N:12]=2)=[C:6]([CH:10]=1)[C:7]([OH:9])=O.[CH3:18][C@@H:19]1[CH2:24][CH2:23][CH2:22][NH:21][C@@H:20]1[CH2:25][NH:26][C:27](=[O:33])[O:28][C:29]([CH3:32])([CH3:31])[CH3:30].CCN(C(C)C)C(C)C.CN(C(ON1N=NC2C=CC=CC1=2)=[N+](C)C)C.[B-](F)(F)(F)F. Product: [CH3:18][C@@H:19]1[CH2:24][CH2:23][CH2:22][N:21]([C:7](=[O:9])[C:6]2[CH:10]=[C:2]([CH3:1])[CH:3]=[CH:4][C:5]=2[C:11]2[CH:16]=[CH:15][CH:14]=[C:13]([CH3:17])[N:12]=2)[C@@H:20]1[CH2:25][NH:26][C:27](=[O:33])[O:28][C:29]([CH3:32])([CH3:31])[CH3:30]. The catalyst class is: 2.